This data is from Forward reaction prediction with 1.9M reactions from USPTO patents (1976-2016). The task is: Predict the product of the given reaction. (1) Given the reactants [Cl:1][C:2]1[CH:24]=[CH:23][CH:22]=[C:21]([Cl:25])[C:3]=1[C:4]([NH:6][CH2:7][C:8]1[CH:13]=[CH:12][C:11]([C:14]2[CH:19]=[CH:18][NH:17][C:16](=[O:20])[CH:15]=2)=[CH:10][CH:9]=1)=[O:5].[Cl:26][CH2:27]OC(Cl)=O.CN(C=O)C, predict the reaction product. The product is: [Cl:1][C:2]1[CH:24]=[CH:23][CH:22]=[C:21]([Cl:25])[C:3]=1[C:4]([NH:6][CH2:7][C:8]1[CH:13]=[CH:12][C:11]([C:14]2[CH:19]=[CH:18][N:17]([CH2:27][Cl:26])[C:16](=[O:20])[CH:15]=2)=[CH:10][CH:9]=1)=[O:5]. (2) Given the reactants [N:1]([CH:4]1[CH2:13][CH2:12][C:11]2[C:6](=[CH:7][CH:8]=[C:9]([C:14]3[N:18]=[C:17]([C:19]4[O:23][N:22]=[C:21]([C:24]5[CH:29]=[CH:28][CH:27]=[CH:26][CH:25]=5)[C:20]=4[C:30]([F:33])([F:32])[F:31])[O:16][N:15]=3)[CH:10]=2)[CH:5]1[OH:34])=[N+:2]=[N-:3].N1C(C)=CC=CC=1C.FC(F)(F)S(O[Si:49]([C:52]([CH3:55])([CH3:54])[CH3:53])([CH3:51])[CH3:50])(=O)=O, predict the reaction product. The product is: [N:1]([CH:4]1[CH2:13][CH2:12][C:11]2[CH:10]=[C:9]([C:14]3[N:18]=[C:17]([C:19]4[O:23][N:22]=[C:21]([C:24]5[CH:29]=[CH:28][CH:27]=[CH:26][CH:25]=5)[C:20]=4[C:30]([F:33])([F:32])[F:31])[O:16][N:15]=3)[CH:8]=[CH:7][C:6]=2[CH:5]1[O:34][Si:49]([C:52]([CH3:55])([CH3:54])[CH3:53])([CH3:51])[CH3:50])=[N+:2]=[N-:3]. (3) Given the reactants Cl.[CH2:2]([C:6]1[CH:11]=[CH:10][C:9]([C:12]2[CH:17]=[CH:16][CH:15]=[C:14]([NH2:18])[C:13]=2[F:19])=[CH:8][CH:7]=1)[CH2:3][CH2:4][CH3:5].[N:20]([O-])=O.[Na+].[Sn](Cl)[Cl:25], predict the reaction product. The product is: [ClH:25].[CH2:2]([C:6]1[CH:11]=[CH:10][C:9]([C:12]2[CH:17]=[CH:16][CH:15]=[C:14]([NH:18][NH2:20])[C:13]=2[F:19])=[CH:8][CH:7]=1)[CH2:3][CH2:4][CH3:5]. (4) Given the reactants [F:1][C:2]1[CH:3]=[C:4]([CH:42]=[C:43]([F:45])[CH:44]=1)[CH2:5][N:6]1[CH:10]=[C:9]([C:11]2[C:19]3[C:14](=[N:15][CH:16]=[C:17]([C:20]4[CH:21]=[N:22][C:23]([N:26]5[CH2:31][CH2:30][NH:29][CH2:28][CH2:27]5)=[CH:24][CH:25]=4)[CH:18]=3)[N:13]([S:32]([C:35]3[CH:41]=[CH:40][C:38]([CH3:39])=[CH:37][CH:36]=3)(=[O:34])=[O:33])[CH:12]=2)[CH:8]=[N:7]1.FC1C=C(C=C(F)C=1)CN1C=C(C2C3C(=NC=C(C4C=NC(N5CCN(C)CC5)=CC=4)C=3)NC=2)C=N1.[CH3:82][C@H:83]1[CH2:85][O:84]1.CCN(C(C)C)C(C)C, predict the reaction product. The product is: [F:1][C:2]1[CH:3]=[C:4]([CH:42]=[C:43]([F:45])[CH:44]=1)[CH2:5][N:6]1[CH:10]=[C:9]([C:11]2[C:19]3[C:14](=[N:15][CH:16]=[C:17]([C:20]4[CH:25]=[CH:24][C:23]([N:26]5[CH2:27][CH2:28][N:29]([CH2:82][C@@H:83]([OH:84])[CH3:85])[CH2:30][CH2:31]5)=[N:22][CH:21]=4)[CH:18]=3)[N:13]([S:32]([C:35]3[CH:36]=[CH:37][C:38]([CH3:39])=[CH:40][CH:41]=3)(=[O:33])=[O:34])[CH:12]=2)[CH:8]=[N:7]1.